This data is from Full USPTO retrosynthesis dataset with 1.9M reactions from patents (1976-2016). The task is: Predict the reactants needed to synthesize the given product. (1) Given the product [Cl:1][C:2]1[CH:3]=[CH:4][C:5]([CH2:6][N:7]2[C:15]3[C:10](=[CH:11][CH:12]=[CH:13][CH:14]=3)[C:9]([C:16]([C:18]3[NH:19][CH:20]=[C:21]([C:23]([C:24]4[CH:25]=[N:26][CH:27]=[CH:28][CH:29]=4)=[O:30])[N:22]=3)=[O:17])=[CH:8]2)=[CH:31][CH:32]=1, predict the reactants needed to synthesize it. The reactants are: [Cl:1][C:2]1[CH:32]=[CH:31][C:5]([CH2:6][N:7]2[C:15]3[C:10](=[CH:11][CH:12]=[CH:13][CH:14]=3)[C:9]([C:16]([C:18]3[NH:19][CH:20]=[C:21]([CH:23]([OH:30])[C:24]4[CH:25]=[N:26][CH:27]=[CH:28][CH:29]=4)[N:22]=3)=[O:17])=[CH:8]2)=[CH:4][CH:3]=1. (2) Given the product [Br:1][C:2]1[CH:7]=[CH:6][C:5]([CH2:8][CH2:9][C:10]([CH:16]2[CH2:21][CH2:20][CH2:19][CH2:18][CH2:17]2)=[O:11])=[CH:4][CH:3]=1, predict the reactants needed to synthesize it. The reactants are: [Br:1][C:2]1[CH:7]=[CH:6][C:5]([CH2:8][CH2:9][C:10](N(OC)C)=[O:11])=[CH:4][CH:3]=1.[CH:16]1([Mg]Br)[CH2:21][CH2:20][CH2:19][CH2:18][CH2:17]1.